This data is from Forward reaction prediction with 1.9M reactions from USPTO patents (1976-2016). The task is: Predict the product of the given reaction. Given the reactants [OH:1][C:2]1[CH:11]=[C:10]2[C:5]([CH2:6][CH2:7][C:8](=[O:12])[O:9]2)=[CH:4][CH:3]=1.[Br:13]N1C(=O)CCC1=O, predict the reaction product. The product is: [Br:13][C:3]1[CH:4]=[C:5]2[C:10](=[CH:11][C:2]=1[OH:1])[O:9][C:8](=[O:12])[CH2:7][CH2:6]2.